Dataset: Catalyst prediction with 721,799 reactions and 888 catalyst types from USPTO. Task: Predict which catalyst facilitates the given reaction. (1) Reactant: [CH2:1]([O:3][P:4]([CH2:9][C:10]1[CH:11]=[N:12][C:13]([N+:18]([O-])=O)=[C:14]([O:16][CH3:17])[CH:15]=1)(=[O:8])[O:5][CH2:6][CH3:7])[CH3:2]. Product: [CH2:1]([O:3][P:4]([CH2:9][C:10]1[CH:11]=[N:12][C:13]([NH2:18])=[C:14]([O:16][CH3:17])[CH:15]=1)(=[O:8])[O:5][CH2:6][CH3:7])[CH3:2]. The catalyst class is: 19. (2) Reactant: [CH:1]1([N:4]2[CH2:12][C:11]3[C:6](=[CH:7][CH:8]=[C:9]([N+:13]([O-])=O)[CH:10]=3)[CH2:5]2)[CH2:3][CH2:2]1. Product: [CH:1]1([N:4]2[CH2:12][C:11]3[C:6](=[CH:7][CH:8]=[C:9]([NH2:13])[CH:10]=3)[CH2:5]2)[CH2:3][CH2:2]1. The catalyst class is: 19. (3) Reactant: [N+:1]([C:4]1[CH:9]=[CH:8][C:7]([CH2:10][S:11](Cl)(=[O:13])=[O:12])=[CH:6][CH:5]=1)([O-:3])=[O:2].[CH2:15]([NH2:18])[C:16]#[CH:17]. The catalyst class is: 84. Product: [CH2:15]([NH:18][S:11]([CH2:10][C:7]1[CH:8]=[CH:9][C:4]([N+:1]([O-:3])=[O:2])=[CH:5][CH:6]=1)(=[O:13])=[O:12])[C:16]#[CH:17]. (4) Reactant: [Cl:1][C:2]1[CH:3]=[C:4]([C@@H:12]([CH2:22][CH:23]2[CH2:27][CH2:26][CH2:25][CH2:24]2)[C:13]([NH:15][C:16]2[CH:20]=[CH:19][N:18]([CH3:21])[N:17]=2)=[O:14])[CH:5]=[CH:6][C:7]=1[S:8]([CH3:11])(=[O:10])=[O:9].C(Cl)(=O)C(Cl)=O.N1[C:39]([CH3:40])=[CH:38][CH:37]=[CH:36][C:35]=1[CH3:41].CC1C=CC(CN2C=CC(N)=N2)=CC=1. Product: [Cl:1][C:2]1[CH:3]=[C:4]([C@@H:12]([CH2:22][CH:23]2[CH2:24][CH2:25][CH2:26][CH2:27]2)[C:13]([NH:15][C:16]2[CH:20]=[CH:19][N:18]([CH2:21][C:36]3[CH:37]=[CH:38][C:39]([CH3:40])=[CH:41][CH:35]=3)[N:17]=2)=[O:14])[CH:5]=[CH:6][C:7]=1[S:8]([CH3:11])(=[O:10])=[O:9]. The catalyst class is: 2. (5) Reactant: Br[C:2]1[NH:6][C:5]2[CH:7]=[C:8]([C:10]([O:12][CH3:13])=[O:11])[S:9][C:4]=2[C:3]=1[CH:14]1[CH2:19][CH2:18][CH2:17][CH2:16][CH2:15]1.[CH:20]([C:22]1[CH:27]=[CH:26][CH:25]=[CH:24][C:23]=1B(O)O)=[CH2:21].C([O-])([O-])=O.[Na+].[Na+]. Product: [CH:14]1([C:3]2[C:4]3[S:9][C:8]([C:10]([O:12][CH3:13])=[O:11])=[CH:7][C:5]=3[NH:6][C:2]=2[C:23]2[CH:24]=[CH:25][CH:26]=[CH:27][C:22]=2[CH:20]=[CH2:21])[CH2:19][CH2:18][CH2:17][CH2:16][CH2:15]1. The catalyst class is: 184.